From a dataset of Reaction yield outcomes from USPTO patents with 853,638 reactions. Predict the reaction yield, written as a fraction of the theoretical maximum amount of product (1.0 means a 100% yield; for example, 0.34 means a 34% yield). (1) The reactants are [CH3:1][N:2]1[CH:6]=[C:5](/[CH:7]=[CH:8]/[C:9]([O:11][CH3:12])=[O:10])[CH:4]=[N:3]1. The catalyst is C(O)C.[Pd]. The product is [CH3:1][N:2]1[CH:6]=[C:5]([CH2:7][CH2:8][C:9]([O:11][CH3:12])=[O:10])[CH:4]=[N:3]1. The yield is 0.800. (2) The reactants are [CH2:1]([O:8][C:9]([NH:11][CH:12]1[CH2:14][C:13]1([OH:20])[C:15]([O:17]CC)=[O:16])=[O:10])[C:2]1[CH:7]=[CH:6][CH:5]=[CH:4][CH:3]=1.C([O-])([O-])=O.[K+].[K+]. The catalyst is C1COCC1.O. The product is [CH2:1]([O:8][C:9]([NH:11][CH:12]1[CH2:14][C:13]1([OH:20])[C:15]([OH:17])=[O:16])=[O:10])[C:2]1[CH:7]=[CH:6][CH:5]=[CH:4][CH:3]=1. The yield is 0.690. (3) The reactants are [N+:1]([C:4]1[CH:5]=[C:6]([OH:10])[CH:7]=[CH:8][CH:9]=1)([O-:3])=[O:2].[Br:11][CH2:12][CH2:13][CH2:14]Br.C([O-])([O-])=O.[Cs+].[Cs+]. The catalyst is C(#N)C. The product is [N+:1]([C:4]1[CH:5]=[C:6]([O:10][CH2:14][CH2:13][CH2:12][Br:11])[CH:7]=[CH:8][CH:9]=1)([O-:3])=[O:2]. The yield is 0.566. (4) The reactants are [CH2:1]([N:8]1[CH2:13][CH2:12][CH:11]([N:14]([CH3:36])[C:15](=[O:35])[CH:16]([O:18][C:19]2[N:24]=[C:23]([CH3:25])[C:22]([NH:26][C:27](=[O:33])[O:28][C:29]([CH3:32])([CH3:31])[CH3:30])=[C:21]([CH3:34])[N:20]=2)[CH3:17])[CH2:10][CH2:9]1)[C:2]1[CH:7]=[CH:6][CH:5]=[CH:4][CH:3]=1.[CH3:37][Si]([N-][Si](C)(C)C)(C)C.[K+].CI.[Cl-].[NH4+]. The catalyst is O1CCCC1. The product is [CH2:1]([N:8]1[CH2:9][CH2:10][CH:11]([N:14]([CH3:36])[C:15](=[O:35])[CH:16]([O:18][C:19]2[N:24]=[C:23]([CH3:25])[C:22]([N:26]([CH3:37])[C:27](=[O:33])[O:28][C:29]([CH3:31])([CH3:32])[CH3:30])=[C:21]([CH3:34])[N:20]=2)[CH3:17])[CH2:12][CH2:13]1)[C:2]1[CH:3]=[CH:4][CH:5]=[CH:6][CH:7]=1. The yield is 0.100.